From a dataset of Full USPTO retrosynthesis dataset with 1.9M reactions from patents (1976-2016). Predict the reactants needed to synthesize the given product. (1) Given the product [C:7]12([C:8]([OH:14])=[O:19])[CH2:9][CH:10]([CH2:13]1)[CH2:11][CH2:12]2, predict the reactants needed to synthesize it. The reactants are: FC(F)(F)S(O[C:7]12[CH2:13][CH:10]([CH2:11][CH2:12]1)[CH2:9][C:8]2=[O:14])(=O)=O.C([OH:19])C.O. (2) Given the product [F:2][C:3]1[CH:8]=[C:7]([C:9]([F:10])([F:11])[F:12])[CH:6]=[CH:5][C:4]=1[C@H:13]1[CH2:18][CH2:17][N:16]([CH2:45][C:37]2[N:36]([CH3:35])[C:44]3[CH:43]=[CH:42][N:41]=[CH:40][C:39]=3[N:38]=2)[CH2:15][C@H:14]1[CH3:19], predict the reactants needed to synthesize it. The reactants are: Cl.[F:2][C:3]1[CH:8]=[C:7]([C:9]([F:12])([F:11])[F:10])[CH:6]=[CH:5][C:4]=1[C@H:13]1[CH2:18][CH2:17][NH:16][CH2:15][C@H:14]1[CH3:19].C(N(CC)CC)C.[O-]S([O-])(=O)=O.[Mg+2].O.Cl.[CH3:35][N:36]1[C:44]2[CH:43]=[CH:42][N:41]=[CH:40][C:39]=2[N:38]=[C:37]1[CH:45]=O.[BH-](OC(C)=O)(OC(C)=O)OC(C)=O.[Na+]. (3) Given the product [Cl:1][C:2]1[CH:3]=[C:4]([CH:21]([CH2:27][CH:28]2[CH2:30][CH2:29]2)[C:22]([OH:24])=[O:23])[CH:5]=[C:6]([C:14]2[CH:19]=[CH:18][C:17]([CH3:20])=[CH:16][CH:15]=2)[C:7]=1[O:8][CH2:9][C:10]([F:13])([F:12])[F:11], predict the reactants needed to synthesize it. The reactants are: [Cl:1][C:2]1[CH:3]=[C:4]([CH:21]([CH2:27][CH:28]2[CH2:30][CH2:29]2)[C:22]([O:24]CC)=[O:23])[CH:5]=[C:6]([C:14]2[CH:19]=[CH:18][C:17]([CH3:20])=[CH:16][CH:15]=2)[C:7]=1[O:8][CH2:9][C:10]([F:13])([F:12])[F:11].O.[OH-].[Li+]. (4) Given the product [F:22][C:19]1[CH:18]=[CH:17][C:16]([C:10]2[C:9]3[C:13](=[CH:14][CH:15]=[C:7]([C:5]4[NH:6][C:33]([CH2:32][CH:31]([OH:30])[CH3:37])=[N:35][N:36]=4)[CH:8]=3)[NH:12][N:11]=2)=[CH:21][CH:20]=1, predict the reactants needed to synthesize it. The reactants are: Cl.C(O[C:5]([C:7]1[CH:8]=[C:9]2[C:13](=[CH:14][CH:15]=1)[NH:12][N:11]=[C:10]2[C:16]1[CH:21]=[CH:20][C:19]([F:22])=[CH:18][CH:17]=1)=[NH:6])C.C(N(CC)CC)C.[OH:30][CH:31]([CH3:37])[CH2:32][C:33]([NH:35][NH2:36])=O. (5) The reactants are: [C:1]([Si:5]([CH3:20])([CH3:19])[O:6][CH:7]1[CH2:12][CH2:11][CH:10]([N:13]2[CH:17]=[C:16](I)[CH:15]=[N:14]2)[CH2:9][CH2:8]1)([CH3:4])([CH3:3])[CH3:2].C([Mg]Cl)(C)C.CO[B:28]1[O:32][C:31]([CH3:34])([CH3:33])[C:30]([CH3:36])([CH3:35])[O:29]1.[NH4+].[Cl-]. Given the product [Si:5]([O:6][C@H:7]1[CH2:12][CH2:11][C@H:10]([N:13]2[CH:17]=[C:16]([B:28]3[O:32][C:31]([CH3:34])([CH3:33])[C:30]([CH3:36])([CH3:35])[O:29]3)[CH:15]=[N:14]2)[CH2:9][CH2:8]1)([C:1]([CH3:4])([CH3:3])[CH3:2])([CH3:20])[CH3:19], predict the reactants needed to synthesize it.